Dataset: Full USPTO retrosynthesis dataset with 1.9M reactions from patents (1976-2016). Task: Predict the reactants needed to synthesize the given product. Given the product [NH2:37][C:9]1[C:8]2[N:17]=[C:5]([CH2:4][O:3][CH2:1][CH3:2])[N:6]([CH2:18][C:19]3([OH:24])[CH2:23][CH2:22][CH2:21][CH2:20]3)[C:7]=2[C:16]2[CH:15]=[CH:14][CH:13]=[CH:12][C:11]=2[N:10]=1, predict the reactants needed to synthesize it. The reactants are: [CH2:1]([O:3][CH2:4][C:5]1[N:6]([CH2:18][C:19]2([OH:24])[CH2:23][CH2:22][CH2:21][CH2:20]2)[C:7]2[C:16]3[CH:15]=[CH:14][CH:13]=[CH:12][C:11]=3[N:10]=[CH:9][C:8]=2[N:17]=1)[CH3:2].C1C=C(Cl)C=C(C(OO)=O)C=1.[OH-].[NH4+:37].S(Cl)(C1C=CC(C)=CC=1)(=O)=O.